Dataset: Forward reaction prediction with 1.9M reactions from USPTO patents (1976-2016). Task: Predict the product of the given reaction. (1) The product is: [F:1][C:2]([F:9])([F:8])[C:3]1[N:4]=[CH:5][N:6]([CH2:19][O:18][CH2:17][CH2:16][Si:13]([CH3:15])([CH3:14])[CH3:12])[CH:7]=1. Given the reactants [F:1][C:2]([F:9])([F:8])[C:3]1[N:4]=[CH:5][NH:6][CH:7]=1.[H-].[Na+].[CH3:12][Si:13]([CH2:16][CH2:17][O:18][CH2:19]Cl)([CH3:15])[CH3:14], predict the reaction product. (2) The product is: [CH2:1]([N:8]1[C:12]2=[N:13][CH:25]=[CH:27][N:14]=[C:11]2[C:10]([C:15]2[CH:24]=[CH:23][C:22]3[C:17](=[CH:18][CH:19]=[CH:20][CH:21]=3)[CH:16]=2)=[N:9]1)[C:2]1[CH:3]=[CH:4][CH:5]=[CH:6][CH:7]=1. Given the reactants [CH2:1]([N:8]1[C:12]([NH2:13])=[C:11]([NH2:14])[C:10]([C:15]2[CH:24]=[CH:23][C:22]3[C:17](=[CH:18][CH:19]=[CH:20][CH:21]=3)[CH:16]=2)=[N:9]1)[C:2]1[CH:7]=[CH:6][CH:5]=[CH:4][CH:3]=1.[CH:25]([CH:27]=O)=O, predict the reaction product. (3) Given the reactants Cl.[CH:2]([C@H:15]1[C@@H:20]([O:21][CH2:22][C:23]2[CH:28]=[CH:27][C:26]([C:29]([F:32])([F:31])[F:30])=[CH:25][CH:24]=2)[CH2:19][CH2:18][NH:17][CH2:16]1)([C:9]1[CH:14]=[CH:13][CH:12]=[CH:11][CH:10]=1)[C:3]1[CH:8]=[CH:7][CH:6]=[CH:5][CH:4]=1.Cl.[CH3:34][N:35]([CH3:40])[CH2:36][C:37](O)=[O:38], predict the reaction product. The product is: [CH:2]([C@H:15]1[C@@H:20]([O:21][CH2:22][C:23]2[CH:24]=[CH:25][C:26]([C:29]([F:32])([F:30])[F:31])=[CH:27][CH:28]=2)[CH2:19][CH2:18][N:17]([C:37](=[O:38])[CH2:36][N:35]([CH3:40])[CH3:34])[CH2:16]1)([C:9]1[CH:10]=[CH:11][CH:12]=[CH:13][CH:14]=1)[C:3]1[CH:4]=[CH:5][CH:6]=[CH:7][CH:8]=1. (4) Given the reactants [CH2:1]([C:3]1[C:11]2[C:6](=[CH:7][C:8]([F:12])=[CH:9][CH:10]=2)[N:5]([C:13](=[NH:23])[NH:14][O:15][C:16]([CH:18]2[CH2:21][C:20](=[O:22])[CH2:19]2)=O)[N:4]=1)[CH3:2], predict the reaction product. The product is: [CH2:1]([C:3]1[C:11]2[C:6](=[CH:7][C:8]([F:12])=[CH:9][CH:10]=2)[N:5]([C:13]2[N:23]=[C:16]([CH:18]3[CH2:21][C:20](=[O:22])[CH2:19]3)[O:15][N:14]=2)[N:4]=1)[CH3:2]. (5) The product is: [NH2:1][C:2]1([CH2:8][CH2:9][C:10]2[S:14][C:13]([C:15]3[CH:20]=[CH:19][N:18]=[C:17]([NH:21][CH:22]4[CH2:23][C:24]([CH3:31])([CH3:30])[NH:25][C:26]([CH3:29])([CH3:28])[CH2:27]4)[N:16]=3)=[CH:12][CH:11]=2)[CH2:3][CH2:4][CH2:5][CH2:6][CH2:7]1. Given the reactants [NH2:1][C:2]1([C:8]#[C:9][C:10]2[S:14][C:13]([C:15]3[CH:20]=[CH:19][N:18]=[C:17]([NH:21][CH:22]4[CH2:27][C:26]([CH3:29])([CH3:28])[NH:25][C:24]([CH3:31])([CH3:30])[CH2:23]4)[N:16]=3)=[CH:12][CH:11]=2)[CH2:7][CH2:6][CH2:5][CH2:4][CH2:3]1.[H][H], predict the reaction product. (6) Given the reactants IC1C2C(=NC3C(C=2)=CC=CC=3)C(C(OC)=O)=CC=1.[I:20][C:21]1[CH:22]=[CH:23][CH:24]=[C:25]2[C:34]=1[CH2:33][C:32]1[CH:31]=[CH:30][CH:29]=[C:28]([C:35]([O:37][CH3:38])=[O:36])[C:27]=1[NH:26]2, predict the reaction product. The product is: [I:20][C:21]1[CH:22]=[CH:23][CH:24]=[C:25]2[C:34]=1[CH:33]=[C:32]1[C:27]([C:28]([C:35]([O:37][CH3:38])=[O:36])=[CH:29][CH:30]=[CH:31]1)=[N:26]2. (7) Given the reactants [C:1]1([CH:7]([C:10]2[CH:15]=[CH:14][CH:13]=[CH:12][CH:11]=2)[C:8]#[N:9])[CH:6]=[CH:5][CH:4]=[CH:3][CH:2]=1.CC([O-])(C)C.[K+].[CH2:22]([N:24]1[CH2:28][CH2:27][C@H:26](C2C=C(C)C=CC=2S([O-])(=O)=O)[CH2:25]1)[CH3:23].O, predict the reaction product. The product is: [CH2:22]([N:24]1[CH2:28][CH2:27][C@H:26]([C:7]([C:1]2[CH:2]=[CH:3][CH:4]=[CH:5][CH:6]=2)([C:10]2[CH:11]=[CH:12][CH:13]=[CH:14][CH:15]=2)[C:8]#[N:9])[CH2:25]1)[CH3:23]. (8) The product is: [F:10][C:11]([F:36])([F:37])[C:12]1[CH:13]=[C:14]([C:22]2[CH:23]=[CH:24][C:25](/[C:28](/[CH3:35])=[CH:29]/[CH2:30][OH:31])=[CH:26][CH:27]=2)[CH:15]=[C:16]([C:18]([F:21])([F:20])[F:19])[CH:17]=1. Given the reactants CC(C[AlH]CC(C)C)C.[F:10][C:11]([F:37])([F:36])[C:12]1[CH:13]=[C:14]([C:22]2[CH:27]=[CH:26][C:25](/[C:28](/[CH3:35])=[CH:29]/[C:30](OCC)=[O:31])=[CH:24][CH:23]=2)[CH:15]=[C:16]([C:18]([F:21])([F:20])[F:19])[CH:17]=1, predict the reaction product. (9) Given the reactants BrCC1CC1(F)F.Br[CH2:9][C:10]1[CH:15]=[CH:14][C:13]([F:16])=[CH:12][CH:11]=1.[CH3:17][C:18]1[N:19]=[C:20]([N:28]2[C:32](=[O:33])[NH:31][N:30]=[CH:29]2)[S:21][C:22]=1[C:23]([O:25][CH2:26][CH3:27])=[O:24], predict the reaction product. The product is: [F:16][C:13]1[CH:14]=[CH:15][C:10]([CH2:9][N:31]2[C:32](=[O:33])[N:28]([C:20]3[S:21][C:22]([C:23]([O:25][CH2:26][CH3:27])=[O:24])=[C:18]([CH3:17])[N:19]=3)[CH:29]=[N:30]2)=[CH:11][CH:12]=1. (10) Given the reactants [CH2:1]([O:8][C:9]1[CH:14]=[CH:13][C:12]([S:15](Cl)(=[O:17])=[O:16])=[CH:11][CH:10]=1)[C:2]1[CH:7]=[CH:6][CH:5]=[CH:4][CH:3]=1.[CH3:19][O:20][C:21](=[O:33])[C:22]1[CH:31]=[C:30]([NH2:32])[CH:29]=[C:24]([C:25]([O:27][CH3:28])=[O:26])[CH:23]=1, predict the reaction product. The product is: [CH3:28][O:27][C:25](=[O:26])[C:24]1[CH:29]=[C:30]([NH:32][S:15]([C:12]2[CH:13]=[CH:14][C:9]([O:8][CH2:1][C:2]3[CH:7]=[CH:6][CH:5]=[CH:4][CH:3]=3)=[CH:10][CH:11]=2)(=[O:17])=[O:16])[CH:31]=[C:22]([C:21]([O:20][CH3:19])=[O:33])[CH:23]=1.